From a dataset of Reaction yield outcomes from USPTO patents with 853,638 reactions. Predict the reaction yield, written as a fraction of the theoretical maximum amount of product (1.0 means a 100% yield; for example, 0.34 means a 34% yield). (1) The reactants are [CH2:1]([C@H:8]1[CH2:12][O:11][C:10](=[O:13])[NH:9]1)[C:2]1[CH:7]=[CH:6][CH:5]=[CH:4][CH:3]=1.[Li]CCCC.[F:19][C:20]1[CH:25]=[CH:24][C:23]([CH2:26][C:27](Cl)=[O:28])=[CH:22][CH:21]=1. The catalyst is C1COCC1. The product is [CH2:1]([C@H:8]1[CH2:12][O:11][C:10](=[O:13])[N:9]1[C:27](=[O:28])[CH2:26][C:23]1[CH:24]=[CH:25][C:20]([F:19])=[CH:21][CH:22]=1)[C:2]1[CH:3]=[CH:4][CH:5]=[CH:6][CH:7]=1. The yield is 0.810. (2) The reactants are COC1C=CC([NH:9][C:10]2[N:15]=[C:14]([CH2:16][N:17]3[CH2:21][CH2:20][CH2:19][C:18]3=[O:22])[C:13]([O:23][C:24]3[CH:25]=[N:26][C:27]([S:30]([CH3:33])(=[O:32])=[O:31])=[CH:28][CH:29]=3)=[CH:12][CH:11]=2)=CC=1.FC(F)(F)C(O)=O. No catalyst specified. The product is [NH2:9][C:10]1[N:15]=[C:14]([CH2:16][N:17]2[CH2:21][CH2:20][CH2:19][C:18]2=[O:22])[C:13]([O:23][C:24]2[CH:25]=[N:26][C:27]([S:30]([CH3:33])(=[O:31])=[O:32])=[CH:28][CH:29]=2)=[CH:12][CH:11]=1. The yield is 1.00. (3) The yield is 0.700. The product is [CH3:1][N:2]1[C:6]([C:7]([NH:29][C:25]2([CH3:24])[CH2:28][O:27][CH2:26]2)=[O:9])=[CH:5][C:4]([NH:10][CH2:11][C:12]2[C:13]([C:18]3[CH:23]=[CH:22][CH:21]=[CH:20][N:19]=3)=[N:14][O:15][C:16]=2[CH3:17])=[N:3]1. No catalyst specified. The reactants are [CH3:1][N:2]1[C:6]([C:7]([OH:9])=O)=[CH:5][C:4]([NH:10][CH2:11][C:12]2[C:13]([C:18]3[CH:23]=[CH:22][CH:21]=[CH:20][N:19]=3)=[N:14][O:15][C:16]=2[CH3:17])=[N:3]1.[CH3:24][C:25]1([NH2:29])[CH2:28][O:27][CH2:26]1. (4) The reactants are Br[CH:2]([CH3:9])[C:3](=O)[C:4]([O:6][CH3:7])=[O:5].[NH2:10][C:11]([NH2:13])=[S:12]. The catalyst is O1CCOCC1. The product is [NH2:13][C:11]1[S:12][C:2]([CH3:9])=[C:3]([C:4]([O:6][CH3:7])=[O:5])[N:10]=1. The yield is 0.640. (5) The reactants are Cl[C:2]1[N:9]=[C:8](Cl)[CH:7]=[C:6]([CH3:11])[C:3]=1[C:4]#[N:5].C([O-])(=O)C.[Na+]. The catalyst is CO.[Pd]. The product is [CH3:11][C:6]1[C:3]([C:4]#[N:5])=[CH:2][N:9]=[CH:8][CH:7]=1. The yield is 0.860. (6) The reactants are [F:1][C:2]1[CH:7]=[C:6]([CH2:8][O:9][CH3:10])[CH:5]=[C:4]([F:11])[C:3]=1[C:12]1[N:17]=[C:16]([C:18]([O:20]C)=[O:19])[CH:15]=[CH:14][C:13]=1[F:22].C1COCC1.[OH-].[Na+]. The catalyst is CO. The product is [F:1][C:2]1[CH:7]=[C:6]([CH2:8][O:9][CH3:10])[CH:5]=[C:4]([F:11])[C:3]=1[C:12]1[N:17]=[C:16]([C:18]([OH:20])=[O:19])[CH:15]=[CH:14][C:13]=1[F:22]. The yield is 0.982. (7) The reactants are [Br:1][C:2]1[CH:7]=[CH:6][C:5](Br)=[CH:4][N:3]=1.[CH3:9][S:10]SC. The catalyst is CCOCC.C([Li])CCC. The product is [CH3:9][S:10][C:5]1[CH:6]=[CH:7][C:2]([Br:1])=[N:3][CH:4]=1. The yield is 0.940. (8) The reactants are [F:1][C:2]1[CH:7]=[C:6]([S:8]([CH3:11])(=[O:10])=[O:9])[CH:5]=[CH:4][C:3]=1[C:12]1[N:17]=[CH:16][C:15]([O:18][CH2:19][CH:20]2[CH2:25][CH2:24][N:23]([C:26](=[O:31])[C:27](OC)=[O:28])[CH2:22][CH2:21]2)=[CH:14][CH:13]=1.[C:32]([Mg]Cl)([CH3:35])([CH3:34])[CH3:33]. The catalyst is C1COCC1. The product is [F:1][C:2]1[CH:7]=[C:6]([S:8]([CH3:11])(=[O:10])=[O:9])[CH:5]=[CH:4][C:3]=1[C:12]1[N:17]=[CH:16][C:15]([O:18][CH2:19][CH:20]2[CH2:25][CH2:24][N:23]([C:26](=[O:31])[C:27](=[O:28])[C:32]([CH3:35])([CH3:34])[CH3:33])[CH2:22][CH2:21]2)=[CH:14][CH:13]=1. The yield is 0.500. (9) The reactants are [SH:1][C:2]1[CH:9]=[CH:8][C:5]([C:6]#[N:7])=[CH:4][C:3]=1[N+:10]([O-:12])=[O:11].Br[CH2:14][C:15]1[CH:20]=[CH:19][CH:18]=[CH:17][CH:16]=1.C([O-])([O-])=O.[K+].[K+]. The catalyst is CN(C=O)C. The product is [CH2:14]([S:1][C:2]1[CH:9]=[CH:8][C:5]([C:6]#[N:7])=[CH:4][C:3]=1[N+:10]([O-:12])=[O:11])[C:15]1[CH:20]=[CH:19][CH:18]=[CH:17][CH:16]=1. The yield is 0.820.